Task: Predict the product of the given reaction.. Dataset: Forward reaction prediction with 1.9M reactions from USPTO patents (1976-2016) (1) Given the reactants [NH:1]1[CH:5]=[N:4][N:3]=[N:2]1.[CH:6]([NH:9][CH:10]([CH3:12])[CH3:11])([CH3:8])[CH3:7], predict the reaction product. The product is: [NH:1]1[C-:5]=[N:4][N:3]=[N:2]1.[CH:6]([NH:9][CH:10]([CH3:12])[CH3:11])([CH3:8])[CH3:7]. (2) Given the reactants C([O-])(=O)C.[K+].Br[C:7]1[CH:8]=[C:9]2[C:13](=[CH:14][CH:15]=1)[NH:12][C:11]([CH3:16])=[CH:10]2.[B:17]1([B:17]2[O:21][C:20]([CH3:23])([CH3:22])[C:19]([CH3:25])([CH3:24])[O:18]2)[O:21][C:20]([CH3:23])([CH3:22])[C:19]([CH3:25])([CH3:24])[O:18]1, predict the reaction product. The product is: [CH3:16][C:11]1[NH:12][C:13]2[C:9]([CH:10]=1)=[CH:8][C:7]([B:17]1[O:21][C:20]([CH3:23])([CH3:22])[C:19]([CH3:25])([CH3:24])[O:18]1)=[CH:15][CH:14]=2. (3) Given the reactants Cl[C:2]1[N:7]=[C:6]([C:8]2[S:12][C:11]([C:13]([CH3:17])([CH3:16])[CH2:14][OH:15])=[N:10][C:9]=2[C:18]2[C:19]([F:36])=[C:20]([NH:24][S:25]([C:28]3[C:33]([F:34])=[CH:32][CH:31]=[CH:30][C:29]=3[F:35])(=[O:27])=[O:26])[CH:21]=[CH:22][CH:23]=2)[CH:5]=[CH:4][N:3]=1.[OH-].[NH4+:38], predict the reaction product. The product is: [NH2:38][C:2]1[N:7]=[C:6]([C:8]2[S:12][C:11]([C:13]([CH3:17])([CH3:16])[CH2:14][OH:15])=[N:10][C:9]=2[C:18]2[C:19]([F:36])=[C:20]([NH:24][S:25]([C:28]3[C:33]([F:34])=[CH:32][CH:31]=[CH:30][C:29]=3[F:35])(=[O:27])=[O:26])[CH:21]=[CH:22][CH:23]=2)[CH:5]=[CH:4][N:3]=1. (4) The product is: [ClH:31].[NH2:1][C:2]1([CH3:30])[C:6]2([CH2:7][CH2:8]2)[CH2:5][N:4]([C:9]2[C:18]([O:19][CH3:20])=[C:17]3[C:12]([C:13](=[O:28])[C:14]([C:25]([OH:27])=[O:26])=[CH:15][N:16]3[C@@H:21]3[CH2:23][C@@H:22]3[F:24])=[CH:11][C:10]=2[F:29])[CH2:3]1. Given the reactants [NH2:1][C:2]1([CH3:30])[C:6]2([CH2:8][CH2:7]2)[CH2:5][N:4]([C:9]2[C:18]([O:19][CH3:20])=[C:17]3[C:12]([C:13](=[O:28])[C:14]([C:25]([OH:27])=[O:26])=[CH:15][N:16]3[C@@H:21]3[CH2:23][C@@H:22]3[F:24])=[CH:11][C:10]=2[F:29])[CH2:3]1.[ClH:31].C(O)(C)C, predict the reaction product. (5) Given the reactants [NH:1]1[C:9]2[C:4](=[CH:5][CH:6]=[CH:7][N:8]=2)[CH:3]=[CH:2]1.[Cl:10][C:11]1[CH:12]=[C:13]([CH:18]=[CH:19][CH:20]=1)[C:14]([O:16]O)=[O:15], predict the reaction product. The product is: [Cl:10][C:11]1[CH:12]=[C:13]([CH:18]=[CH:19][CH:20]=1)[C:14]([OH:16])=[O:15].[N+:1]1([O-:15])[CH:2]=[CH:3][C:4]2[C:9]=1[NH:8][CH:7]=[CH:6][CH:5]=2. (6) The product is: [CH2:1]([O:8][C:9]1[CH:14]=[C:13]([O:15][CH2:16][C:17]2[CH:18]=[CH:19][CH:20]=[CH:21][CH:22]=2)[C:12]([CH:23]([CH3:25])[CH3:24])=[CH:11][C:10]=1[C:26]1[O:30][N:29]=[C:28]([C:31]([NH:33][CH2:34][CH3:35])=[O:32])[C:27]=1[C:36]1[O:40][N:39]=[C:38]([CH:41]=[N:44][OH:45])[CH:37]=1)[C:2]1[CH:7]=[CH:6][CH:5]=[CH:4][CH:3]=1. Given the reactants [CH2:1]([O:8][C:9]1[CH:14]=[C:13]([O:15][CH2:16][C:17]2[CH:22]=[CH:21][CH:20]=[CH:19][CH:18]=2)[C:12]([CH:23]([CH3:25])[CH3:24])=[CH:11][C:10]=1[C:26]1[O:30][N:29]=[C:28]([C:31]([NH:33][CH2:34][CH3:35])=[O:32])[C:27]=1[C:36]1[O:40][N:39]=[C:38]([CH:41]=O)[CH:37]=1)[C:2]1[CH:7]=[CH:6][CH:5]=[CH:4][CH:3]=1.Cl.[NH2:44][OH:45], predict the reaction product.